From a dataset of Reaction yield outcomes from USPTO patents with 853,638 reactions. Predict the reaction yield, written as a fraction of the theoretical maximum amount of product (1.0 means a 100% yield; for example, 0.34 means a 34% yield). (1) The reactants are C([NH:4][C:5]1[C:6]([N+:16]([O-:18])=[O:17])=[C:7]([C:12]([Br:15])=[CH:13][CH:14]=1)[C:8]([O:10][CH3:11])=[O:9])(=O)C.C(=O)([O-])O.[Na+]. The catalyst is CO. The product is [NH2:4][C:5]1[C:6]([N+:16]([O-:18])=[O:17])=[C:7]([C:12]([Br:15])=[CH:13][CH:14]=1)[C:8]([O:10][CH3:11])=[O:9]. The yield is 1.00. (2) The reactants are [F:1][C:2]1[CH:3]=[C:4]([NH:24][C:25]([NH:27][C:28](=[O:37])[CH2:29][C:30]2[CH:35]=[CH:34][C:33]([F:36])=[CH:32][CH:31]=2)=[O:26])[CH:5]=[CH:6][C:7]=1[O:8][C:9]1[CH:14]=[CH:13][N:12]=[C:11]2[NH:15][CH:16]=[C:17]([C:18](=[O:23])C(Cl)(Cl)Cl)[C:10]=12.[NH2:38][CH2:39][C:40]1[CH:41]=[N:42][CH:43]=[CH:44][CH:45]=1. The catalyst is CN(C=O)C. The product is [N:42]1[CH:43]=[CH:44][CH:45]=[C:40]([CH2:39][NH:38][C:18]([C:17]2[C:10]3[C:11](=[N:12][CH:13]=[CH:14][C:9]=3[O:8][C:7]3[CH:6]=[CH:5][C:4]([NH:24][C:25]([NH:27][C:28](=[O:37])[CH2:29][C:30]4[CH:35]=[CH:34][C:33]([F:36])=[CH:32][CH:31]=4)=[O:26])=[CH:3][C:2]=3[F:1])[NH:15][CH:16]=2)=[O:23])[CH:41]=1. The yield is 0.640. (3) The reactants are [C:1]([O:10][CH3:11])(=[O:9])[C:2]1[C:3](=[CH:5][CH:6]=[CH:7][CH:8]=1)[NH2:4].C(N(CC)CC)C.[S:19](Cl)([C:22]1[CH:28]=[CH:27][C:25]([CH3:26])=[CH:24][CH:23]=1)(=[O:21])=[O:20]. The catalyst is ClCCl.CCOC(C)=O. The product is [CH3:11][O:10][C:1](=[O:9])[C:2]1[CH:8]=[CH:7][CH:6]=[CH:5][C:3]=1[NH:4][S:19]([C:22]1[CH:28]=[CH:27][C:25]([CH3:26])=[CH:24][CH:23]=1)(=[O:21])=[O:20]. The yield is 0.810. (4) The reactants are [OH:1][C:2]12[CH2:8][C:5]([O:9][CH2:10][CH2:11][C:12]([OH:14])=[O:13])([CH2:6][CH2:7]1)[CH2:4][CH2:3]2.[N+](=[CH:17][Si](C)(C)C)=[N-]. The catalyst is C(Cl)Cl.CO. The product is [OH:1][C:2]12[CH2:8][C:5]([O:9][CH2:10][CH2:11][C:12]([O:14][CH3:17])=[O:13])([CH2:4][CH2:3]1)[CH2:6][CH2:7]2. The yield is 0.720. (5) The reactants are [CH3:1][CH2:2][N:3]([CH2:6][CH2:7][NH:8][C:9]1[CH:14]=[CH:13][C:12]2[N:15]=[CH:16][N:17]3[C:18]4[CH:25]=[CH:24][C:23]([OH:26])=[CH:22][C:19]=4[C:20](=[O:21])[C:10]=1[C:11]=23)[CH2:4][CH3:5].O.Cl.Cl.[C:30](O)(=[O:38])[CH2:31][CH2:32][CH2:33][CH2:34][CH2:35][CH2:36][CH3:37].Cl.CN(C)CCCN=C=NCC.C(N(CC)CC)C. The catalyst is CN(C=O)C.CN(C)C1C=CN=CC=1. The product is [CH2:4]([N:3]([CH2:2][CH3:1])[CH2:6][CH2:7][NH:8][C:9]1[C:10]2=[C:11]3[C:12]([N:15]=[CH:16][N:17]3[C:18]3[C:19]([C:20]2=[O:21])=[CH:22][C:23]([O:26][C:30](=[O:38])[CH2:31][CH2:32][CH2:33][CH2:34][CH2:35][CH2:36][CH3:37])=[CH:24][CH:25]=3)=[CH:13][CH:14]=1)[CH3:5]. The yield is 0.890.